This data is from Full USPTO retrosynthesis dataset with 1.9M reactions from patents (1976-2016). The task is: Predict the reactants needed to synthesize the given product. (1) Given the product [CH3:1][O:2][C:3](=[O:29])[CH2:4][C:5]1[CH:6]=[C:7]([C:13]2[CH:18]=[CH:17][C:16]([C:19]([F:22])([F:20])[F:21])=[CH:15][C:14]=2[CH2:23][N:24]([C:30](=[O:32])[CH3:31])[CH:25]2[CH2:26][CH2:27][CH2:28]2)[C:8]([O:11][CH3:12])=[CH:9][CH:10]=1, predict the reactants needed to synthesize it. The reactants are: [CH3:1][O:2][C:3](=[O:29])[CH2:4][C:5]1[CH:6]=[C:7]([C:13]2[CH:18]=[CH:17][C:16]([C:19]([F:22])([F:21])[F:20])=[CH:15][C:14]=2[CH2:23][NH:24][CH:25]2[CH2:28][CH2:27][CH2:26]2)[C:8]([O:11][CH3:12])=[CH:9][CH:10]=1.[C:30](Cl)(=[O:32])[CH3:31]. (2) Given the product [O:10]1[C:3]2[C:8](=[CH:7][CH:6]=[CH:5][CH:4]=2)[CH:9]=[CH:2][CH2:11]1, predict the reactants needed to synthesize it. The reactants are: B1[CH:6]2[CH2:7][CH2:8][CH2:9][CH:2]1[CH2:3][CH2:4][CH2:5]2.[O:10]1CCC[CH2:11]1. (3) The reactants are: COC(=O)[NH:4][C:5]1[CH:10]=[CH:9][C:8]([F:11])=[C:7]([C:12]([C:14]2[C:22]3[C:17](=[N:18][CH:19]=[CH:20][C:21]=3[C:23]#[N:24])[NH:16][CH:15]=2)=[O:13])[C:6]=1[F:25].I[Si](C)(C)C. Given the product [NH2:4][C:5]1[C:6]([F:25])=[C:7]([C:8]([F:11])=[CH:9][CH:10]=1)[C:12]([C:14]1[C:22]2[C:21]([C:23]#[N:24])=[CH:20][CH:19]=[N:18][C:17]=2[NH:16][CH:15]=1)=[O:13], predict the reactants needed to synthesize it. (4) Given the product [NH2:42][C:43]1[C:44]([C:49]([NH:32][O:31][CH:25]2[CH2:30][CH2:29][CH2:28][CH2:27][CH2:26]2)=[O:50])=[N:45][CH:46]=[CH:47][CH:48]=1, predict the reactants needed to synthesize it. The reactants are: CN(C(ON1N=NC2C=CC=NC1=2)=[N+](C)C)C.F[P-](F)(F)(F)(F)F.[CH:25]1([O:31][NH2:32])[CH2:30][CH2:29][CH2:28][CH2:27][CH2:26]1.CCN(C(C)C)C(C)C.[NH2:42][C:43]1[C:44]([C:49](O)=[O:50])=[N:45][CH:46]=[CH:47][CH:48]=1. (5) Given the product [CH3:44][NH:45][CH2:13][CH2:12][O:11][C:7]1[CH:6]=[C:5]2[C:10](=[CH:9][CH:8]=1)[N:2]([CH3:1])[N:3]=[C:4]2[S:25]([C:28]1[C:37]2[C:32](=[CH:33][CH:34]=[CH:35][CH:36]=2)[CH:31]=[CH:30][CH:29]=1)(=[O:26])=[O:27], predict the reactants needed to synthesize it. The reactants are: [CH3:1][N:2]1[C:10]2[C:5](=[CH:6][C:7]([O:11][CH2:12][CH2:13]OS(C3C=CC(C)=CC=3)(=O)=O)=[CH:8][CH:9]=2)[C:4]([S:25]([C:28]2[C:37]3[C:32](=[CH:33][CH:34]=[CH:35][CH:36]=3)[CH:31]=[CH:30][CH:29]=2)(=[O:27])=[O:26])=[N:3]1.C1COCC1.Cl.[CH3:44][NH2:45]. (6) Given the product [Cl:18][C:7]1[N:8]=[CH:9][CH:14]=[CH:15][C:6]=1[C:4]([OH:3])=[O:5], predict the reactants needed to synthesize it. The reactants are: C([O:3][C:4]([C:6]1[C:7](=O)[NH:8][C:9]2[C:14]([C:15]=1Cl)=CN=CC=2)=[O:5])C.[Cl:18]C1C=CN=CC=1.C(O)(=O)C1C=CC=NC=1.[Li+].CC([N-]C(C)C)C. (7) Given the product [CH3:1][CH:2]1[CH:7]([N:8]([CH3:28])[C:9]2[C:10]3[CH:17]=[CH:16][N:15]([S:18]([C:21]4[CH:27]=[CH:26][C:24]([CH3:25])=[CH:23][CH:22]=4)(=[O:20])=[O:19])[C:11]=3[N:12]=[CH:13][N:14]=2)[CH2:6][CH2:5][CH:4]([CH2:29][S:30]([Cl:35])(=[O:33])=[O:31])[CH2:3]1, predict the reactants needed to synthesize it. The reactants are: [CH3:1][CH:2]1[CH:7]([N:8]([CH3:28])[C:9]2[C:10]3[CH:17]=[CH:16][N:15]([S:18]([C:21]4[CH:27]=[CH:26][C:24]([CH3:25])=[CH:23][CH:22]=4)(=[O:20])=[O:19])[C:11]=3[N:12]=[CH:13][N:14]=2)[CH2:6][CH2:5][CH:4]([CH2:29][S:30]([OH:33])(=O)=[O:31])[CH2:3]1.C(Cl)[Cl:35].CN(C=O)C.S(Cl)(Cl)=O. (8) Given the product [CH2:1]([O:3][C:4]1[CH:9]=[CH:8][C:7]([CH3:10])=[CH:6][C:5]=1[OH:22])[CH3:2], predict the reactants needed to synthesize it. The reactants are: [CH2:1]([O:3][C:4]1[CH:9]=[CH:8][C:7]([CH3:10])=[CH:6][C:5]=1C(=O)C)[CH3:2].ClC1C=CC=C(C(OO)=[O:22])C=1. (9) Given the product [O:16]=[C:14]1[C:13]2[C:12](=[CH:20][CH:19]=[CH:18][CH:17]=2)[C:11](=[O:21])[N:15]1[CH2:3][C:4]1[CH:5]=[CH:6][CH:7]=[CH:8][C:9]=1[C:1]([OH:10])=[O:2], predict the reactants needed to synthesize it. The reactants are: [C:1]1(=[O:10])[C:9]2[C:4](=[CH:5][CH:6]=[CH:7][CH:8]=2)[CH2:3][O:2]1.[C:11]1(=[O:21])[NH:15][C:14](=[O:16])[C:13]2=[CH:17][CH:18]=[CH:19][CH:20]=[C:12]12.[K].Cl. (10) Given the product [C:1]([NH:8][C:9]1[S:10][C:11]([CH2:26][CH3:27])=[C:12]([C:14]([O:16][CH2:17][P:18]([O:23][CH2:24][CH3:25])([O:20][CH2:21][CH3:22])=[O:19])=[O:15])[N:13]=1)([O:3][C:4]([CH3:5])([CH3:7])[CH3:6])=[O:2], predict the reactants needed to synthesize it. The reactants are: [C:1]([NH:8][C:9]1[S:10][C:11]([CH:26]=[CH2:27])=[C:12]([C:14]([O:16][CH2:17][P:18]([O:23][CH2:24][CH3:25])([O:20][CH2:21][CH3:22])=[O:19])=[O:15])[N:13]=1)([O:3][C:4]([CH3:7])([CH3:6])[CH3:5])=[O:2].